This data is from Forward reaction prediction with 1.9M reactions from USPTO patents (1976-2016). The task is: Predict the product of the given reaction. (1) Given the reactants [NH:1]1[C:5]2[CH:6]=[CH:7][CH:8]=[CH:9][C:4]=2[N:3]=[C:2]1[C:10]1[CH:11]=[C:12]([N:17]2[CH2:21][CH2:20][CH:19]([C:22](O)=[O:23])[CH2:18]2)[CH:13]=[CH:14][C:15]=1[Cl:16].CN(C(ON1N=NC2C=CC=NC1=2)=[N+](C)C)C.F[P-](F)(F)(F)(F)F.C(N(C(C)C)CC)(C)C.[C:58]([O:62][C:63]([N:65]1[CH2:70][CH2:69][NH:68][CH2:67][CH2:66]1)=[O:64])([CH3:61])([CH3:60])[CH3:59], predict the reaction product. The product is: [C:58]([O:62][C:63]([N:65]1[CH2:70][CH2:69][N:68]([C:22]([CH:19]2[CH2:20][CH2:21][N:17]([C:12]3[CH:13]=[CH:14][C:15]([Cl:16])=[C:10]([C:2]4[NH:1][C:5]5[CH:6]=[CH:7][CH:8]=[CH:9][C:4]=5[N:3]=4)[CH:11]=3)[CH2:18]2)=[O:23])[CH2:67][CH2:66]1)=[O:64])([CH3:61])([CH3:59])[CH3:60]. (2) Given the reactants Br[CH:2]([CH2:4][CH3:5])[CH3:3].[OH-].[K+].[N:8]1([CH2:13][C:14]2([C:45]3[CH:50]=[CH:49][C:48]([F:51])=[CH:47][C:46]=3[F:52])[O:18][CH2:17][CH:16]([S:19][CH2:20][C:21]3[CH:26]=[CH:25][C:24]([N:27]4[CH2:32][CH2:31][N:30]([C:33]5[CH:38]=[CH:37][C:36]([N:39]6[C:43](=[O:44])[NH:42][N:41]=[CH:40]6)=[CH:35][CH:34]=5)[CH2:29][CH2:28]4)=[CH:23][CH:22]=3)[CH2:15]2)[CH:12]=[N:11][CH:10]=[N:9]1, predict the reaction product. The product is: [N:8]1([CH2:13][C:14]2([C:45]3[CH:50]=[CH:49][C:48]([F:51])=[CH:47][C:46]=3[F:52])[O:18][CH2:17][CH:16]([S:19][CH2:20][C:21]3[CH:26]=[CH:25][C:24]([N:27]4[CH2:28][CH2:29][N:30]([C:33]5[CH:34]=[CH:35][C:36]([N:39]6[C:43](=[O:44])[N:42]([CH:2]([CH2:4][CH3:5])[CH3:3])[N:41]=[CH:40]6)=[CH:37][CH:38]=5)[CH2:31][CH2:32]4)=[CH:23][CH:22]=3)[CH2:15]2)[CH:12]=[N:11][CH:10]=[N:9]1. (3) Given the reactants [CH3:1][O:2][C:3](=[O:14])[CH2:4][CH:5]1[CH2:12][CH:11]2[NH:13][CH:7]([CH2:8][O:9][CH2:10]2)[CH2:6]1.C(N(CC)CC)C.Cl[C:23]([O:25][CH2:26][C:27]1[CH:32]=[CH:31][CH:30]=[CH:29][CH:28]=1)=[O:24], predict the reaction product. The product is: [CH2:26]([O:25][C:23]([N:13]1[CH:7]2[CH2:6][CH:5]([CH2:4][C:3]([O:2][CH3:1])=[O:14])[CH2:12][CH:11]1[CH2:10][O:9][CH2:8]2)=[O:24])[C:27]1[CH:32]=[CH:31][CH:30]=[CH:29][CH:28]=1. (4) The product is: [Cl:1][C:2]1[CH:7]=[CH:6][CH:5]=[CH:4][C:3]=1[C:8]1[N:9]([C:16]2[CH:21]=[CH:20][C:19]([Cl:22])=[CH:18][CH:17]=2)[CH:10]=[C:11]([C:13]([N:25]([O:26][CH3:27])[CH3:24])=[O:14])[N:12]=1. Given the reactants [Cl:1][C:2]1[CH:7]=[CH:6][CH:5]=[CH:4][C:3]=1[C:8]1[N:9]([C:16]2[CH:21]=[CH:20][C:19]([Cl:22])=[CH:18][CH:17]=2)[CH:10]=[C:11]([C:13](Cl)=[O:14])[N:12]=1.Cl.[CH3:24][NH:25][O:26][CH3:27].C(N(CC)CC)C, predict the reaction product. (5) Given the reactants [CH3:1][C:2]([C:4]1[O:5][C:6]2[CH:12]=[CH:11][CH:10]=[CH:9][C:7]=2[CH:8]=1)=[O:3].[Br:13]Br, predict the reaction product. The product is: [Br:13][CH2:1][C:2]([C:4]1[O:5][C:6]2[CH:12]=[CH:11][CH:10]=[CH:9][C:7]=2[CH:8]=1)=[O:3]. (6) Given the reactants O.Cl.CO[C:5]1[CH:10]=[CH:9][C:8]([N+:11]([O-])=O)=[CH:7][C:6]=1[N:14]([CH3:22])[CH:15]1[CH2:20][CH2:19][N:18]([CH3:21])[CH2:17][CH2:16]1.[OH-].[Na+].[CH2:25]([OH:27])C, predict the reaction product. The product is: [CH3:25][O:27][C:9]1[CH:10]=[CH:5][C:6]([N:14]([CH3:22])[CH:15]2[CH2:16][CH2:17][N:18]([CH3:21])[CH2:19][CH2:20]2)=[CH:7][C:8]=1[NH2:11].